Dataset: Forward reaction prediction with 1.9M reactions from USPTO patents (1976-2016). Task: Predict the product of the given reaction. (1) Given the reactants Cl[C:2]1[N:7]2[CH:8]=[CH:9][N:10]=[C:6]2[CH:5]=[C:4]([C:11]2[CH:16]=[CH:15][C:14]([Cl:17])=[CH:13][C:12]=2[Cl:18])[N:3]=1.[CH:19]([OH:21])=[O:20].[NH2:22][CH2:23][CH2:24][N:25]([CH3:36])[C:26]1[N:31]=[C:30]([NH2:32])[C:29]([N+:33]([O-:35])=[O:34])=[CH:28][CH:27]=1, predict the reaction product. The product is: [CH:19]([OH:21])=[O:20].[Cl:18][C:12]1[CH:13]=[C:14]([Cl:17])[CH:15]=[CH:16][C:11]=1[C:4]1[N:3]=[C:2]([NH:22][CH2:23][CH2:24][N:25]([CH3:36])[C:26]2[N:31]=[C:30]([NH2:32])[C:29]([N+:33]([O-:35])=[O:34])=[CH:28][CH:27]=2)[N:7]2[CH:8]=[CH:9][N:10]=[C:6]2[CH:5]=1. (2) The product is: [CH2:21]([N:8]1[CH2:9][C:10]2[N:11]=[C:2]([F:1])[CH:3]=[CH:4][C:5]=2[N:6]([C:13]2[CH:18]=[CH:17][CH:16]=[CH:15][CH:14]=2)[C:7]1=[O:12])[C:22]1[CH:27]=[CH:26][CH:25]=[CH:24][CH:23]=1. Given the reactants [F:1][C:2]1[CH:3]=[CH:4][C:5]2[N:6]([C:13]3[CH:18]=[CH:17][CH:16]=[CH:15][CH:14]=3)[C:7](=[O:12])[NH:8][CH2:9][C:10]=2[N:11]=1.[H-].[Na+].[CH2:21](Br)[C:22]1[CH:27]=[CH:26][CH:25]=[CH:24][CH:23]=1.O, predict the reaction product. (3) Given the reactants [CH3:1][C:2]([CH3:35])([CH3:34])[C:3]([C:5]1[C:13]2[C:8](=[N:9][CH:10]=[C:11]([C:14]3[CH:19]=[CH:18][CH:17]=[C:16]([N:20]4[CH2:25][CH2:24][NH:23][CH2:22][CH2:21]4)[CH:15]=3)[N:12]=2)[N:7]([CH2:26][O:27][CH2:28][CH2:29][Si:30]([CH3:33])([CH3:32])[CH3:31])[CH:6]=1)=[O:4].C(N(C(C)C)CC)(C)C.Br[CH2:46][CH2:47][OH:48].[CH2:49]([Cl:51])[Cl:50], predict the reaction product. The product is: [NH4+:7].[OH-:4].[Cl:50][CH2:49][Cl:51].[OH:48][CH2:47][CH2:46][N:23]1[CH2:24][CH2:25][N:20]([C:16]2[CH:15]=[C:14]([C:11]3[N:12]=[C:13]4[C:5]([C:3](=[O:4])[C:2]([CH3:35])([CH3:34])[CH3:1])=[CH:6][N:7]([CH2:26][O:27][CH2:28][CH2:29][Si:30]([CH3:31])([CH3:33])[CH3:32])[C:8]4=[N:9][CH:10]=3)[CH:19]=[CH:18][CH:17]=2)[CH2:21][CH2:22]1. (4) Given the reactants [C:1]([C:5]1[CH:6]=[C:7]([P:17]([C:25]2[CH:30]=[C:29]([C:31]([CH3:34])([CH3:33])[CH3:32])[C:28]([O:35][CH3:36])=[C:27]([C:37]([CH3:40])([CH3:39])[CH3:38])[CH:26]=2)[C:18]2[CH:23]=[CH:22][CH:21]=[CH:20][C:19]=2[PH2:24])[CH:8]=[C:9]([C:13]([CH3:16])([CH3:15])[CH3:14])[C:10]=1[O:11][CH3:12])([CH3:4])([CH3:3])[CH3:2].[CH2:41]([Li])[CH2:42][CH2:43][CH3:44].S([O-])(=O)(=O)C, predict the reaction product. The product is: [C:13]([C:9]1[CH:8]=[C:7]([P:17]([C:25]2[CH:30]=[C:29]([C:31]([CH3:34])([CH3:33])[CH3:32])[C:28]([O:35][CH3:36])=[C:27]([C:37]([CH3:40])([CH3:39])[CH3:38])[CH:26]=2)[C:18]2[CH:23]=[CH:22][CH:21]=[CH:20][C:19]=2[P:24]2[C:44]3[C:43](=[CH:2][CH:1]=[CH:5][CH:10]=3)[CH2:42][CH:41]2[CH:7]([CH3:8])[CH3:6])[CH:6]=[C:5]([C:1]([CH3:2])([CH3:3])[CH3:4])[C:10]=1[O:11][CH3:12])([CH3:16])([CH3:15])[CH3:14]. (5) Given the reactants [CH3:1][O:2][C:3]1[CH:4]=[C:5]2[C:10](=[CH:11][CH:12]=1)[N:9]([C:13]1[C:14]([C:27]3[CH:32]=[CH:31][CH:30]=[CH:29][CH:28]=3)=[N:15][C:16]3[C:21]([N:22]=1)=[CH:20][C:19]([C:23]([O:25]C)=[O:24])=[CH:18][CH:17]=3)[CH2:8][CH2:7][CH2:6]2.[OH-].[Na+], predict the reaction product. The product is: [CH3:1][O:2][C:3]1[CH:4]=[C:5]2[C:10](=[CH:11][CH:12]=1)[N:9]([C:13]1[C:14]([C:27]3[CH:32]=[CH:31][CH:30]=[CH:29][CH:28]=3)=[N:15][C:16]3[C:21]([N:22]=1)=[CH:20][C:19]([C:23]([OH:25])=[O:24])=[CH:18][CH:17]=3)[CH2:8][CH2:7][CH2:6]2.